This data is from Full USPTO retrosynthesis dataset with 1.9M reactions from patents (1976-2016). The task is: Predict the reactants needed to synthesize the given product. Given the product [C:1]([O:5][C:6]([N:8]1[CH2:13][C@@H:12]([CH3:14])[N:11]([C:15]([O:17][C:18]([CH3:21])([CH3:20])[CH3:19])=[O:16])[CH2:10][C@@H:9]1[CH:22]=[O:23])=[O:7])([CH3:4])([CH3:3])[CH3:2], predict the reactants needed to synthesize it. The reactants are: [C:1]([O:5][C:6]([N:8]1[CH2:13][C@@H:12]([CH3:14])[N:11]([C:15]([O:17][C:18]([CH3:21])([CH3:20])[CH3:19])=[O:16])[CH2:10][C@@H:9]1[CH2:22][OH:23])=[O:7])([CH3:4])([CH3:3])[CH3:2].CC(OI1(OC(C)=O)(OC(C)=O)OC(=O)C2C=CC=CC1=2)=O.C(=O)([O-])O.[Na+].S([O-])([O-])(=O)=S.[Na+].[Na+].